From a dataset of Forward reaction prediction with 1.9M reactions from USPTO patents (1976-2016). Predict the product of the given reaction. (1) Given the reactants [Cl:1][C:2]1[CH:3]=[C:4]([CH:26]=[CH:27][C:28]=1[O:29][CH3:30])[CH2:5][NH:6][C:7]1[C:12]([C:13]([NH:15][CH2:16][C:17]2[N:22]=[CH:21][CH:20]=[CH:19][N:18]=2)=[O:14])=[CH:11][N:10]=[C:9](S(C)=O)[N:8]=1.[CH2:31]1[C:33]2([CH2:38][CH2:37][NH:36][CH2:35][CH2:34]2)[CH2:32]1.C(N(CC)CC)C.O, predict the reaction product. The product is: [Cl:1][C:2]1[CH:3]=[C:4]([CH:26]=[CH:27][C:28]=1[O:29][CH3:30])[CH2:5][NH:6][C:7]1[C:12]([C:13]([NH:15][CH2:16][C:17]2[N:22]=[CH:21][CH:20]=[CH:19][N:18]=2)=[O:14])=[CH:11][N:10]=[C:9]([N:36]2[CH2:37][CH2:38][C:33]3([CH2:31][CH2:32]3)[CH2:34][CH2:35]2)[N:8]=1. (2) The product is: [C:29]([O:33][C:34]([N:36]1[C:44]2[C:39](=[CH:40][CH:41]=[C:42]([CH:24]=[CH:4][O:3][CH3:2])[CH:43]=2)[CH:38]=[C:37]1[C:47]1[CH:52]=[C:51]([C:53]2[CH:58]=[CH:57][N:56]=[CH:55][CH:54]=2)[N:50]=[N:49][C:48]=1[O:59][CH3:60])=[O:35])([CH3:31])([CH3:30])[CH3:32]. Given the reactants [Cl-].[CH3:2][O:3][CH2:4][P+](C1C=CC=CC=1)(C1C=CC=CC=1)C1C=CC=CC=1.[CH2:24]([Li])CCC.[C:29]([O:33][C:34]([N:36]1[C:44]2[C:39](=[CH:40][CH:41]=[C:42](C=O)[CH:43]=2)[CH:38]=[C:37]1[C:47]1[CH:52]=[C:51]([C:53]2[CH:58]=[CH:57][N:56]=[CH:55][CH:54]=2)[N:50]=[N:49][C:48]=1[O:59][CH3:60])=[O:35])([CH3:32])([CH3:31])[CH3:30], predict the reaction product. (3) Given the reactants Cl[C:2]1[C:11]2[C:6](=[CH:7][CH:8]=[C:9]([O:12][CH3:13])[CH:10]=2)[CH:5]=[C:4]([Cl:14])[N:3]=1.Cl.[Sn].[NH4+].[OH-], predict the reaction product. The product is: [Cl:14][C:4]1[N:3]=[CH:2][C:11]2[C:6]([CH:5]=1)=[CH:7][CH:8]=[C:9]([O:12][CH3:13])[CH:10]=2. (4) Given the reactants [CH:1]1[C:14]2[CH:13]=[C:12](B(O)O)[C:11]3[C:6](=[CH:7][CH:8]=[CH:9][CH:10]=3)[C:5]=2[CH:4]=[CH:3][CH:2]=1.Br[C:19]1[CH:20]=[C:21]([C:26]2[N:31]=[C:30]([C:32]3[CH:37]=[CH:36][CH:35]=[CH:34][CH:33]=3)[CH:29]=[C:28]([C:38]3[CH:43]=[CH:42][CH:41]=[CH:40][CH:39]=3)[N:27]=2)[CH:22]=[C:23](Br)[CH:24]=1.C([O-])([O-])=O.[K+].[K+].[N:50]1[CH:55]=[CH:54][CH:53]=[CH:52][C:51]=1[C:56]1[CH:61]=[CH:60][C:59](B(O)O)=[CH:58][CH:57]=1, predict the reaction product. The product is: [C:38]1([C:28]2[CH:29]=[C:30]([C:32]3[CH:37]=[CH:36][CH:35]=[CH:34][CH:33]=3)[N:31]=[C:26]([C:21]3[CH:20]=[C:19]([C:59]4[CH:58]=[CH:57][C:56]([C:51]5[CH:52]=[CH:53][CH:54]=[CH:55][N:50]=5)=[CH:61][CH:60]=4)[CH:24]=[C:23]([C:13]4[C:14]5[C:5]([C:6]6[CH:7]=[CH:8][CH:9]=[CH:10][C:11]=6[CH:12]=4)=[CH:4][CH:3]=[CH:2][CH:1]=5)[CH:22]=3)[N:27]=2)[CH:43]=[CH:42][CH:41]=[CH:40][CH:39]=1. (5) Given the reactants Cl.[CH2:2]([N:4]([CH2:7][CH3:8])[CH2:5][CH3:6])[CH3:3].[F:9][C:10]1[CH:16]=[CH:15][C:13]([NH2:14])=[CH:12][C:11]=1[CH3:17].CN(C(ON1N=N[C:28]2[CH:29]=[CH:30][CH:31]=N[C:27]1=2)=[N+](C)C)C.F[P-](F)(F)(F)(F)F.CN([CH:45]=[O:46])C.[CH2:47](Cl)Cl, predict the reaction product. The product is: [CH2:2]([N:4]1[CH2:7][CH:8]2[C:6]([C:45]([NH:14][C:13]3[CH:15]=[CH:16][C:10]([F:9])=[C:11]([CH3:17])[CH:12]=3)=[O:46])([CH2:47]2)[CH2:5]1)[C:3]1[CH:31]=[CH:30][CH:29]=[CH:28][CH:27]=1. (6) The product is: [O:1]=[C:2]1[C:11]2=[N:12][N:13]([C:19]3[CH:24]=[CH:23][CH:22]=[CH:21][CH:20]=3)[C:14]([CH2:15][C:16]([N:35]3[CH2:34][CH2:33][N:32]([C:25]([O:27][C:28]([CH3:31])([CH3:30])[CH3:29])=[O:26])[CH2:37][CH2:36]3)=[O:17])=[C:10]2[C:9]2[CH:8]=[CH:7][CH:6]=[CH:5][C:4]=2[NH:3]1. Given the reactants [O:1]=[C:2]1[C:11]2=[N:12][N:13]([C:19]3[CH:24]=[CH:23][CH:22]=[CH:21][CH:20]=3)[C:14]([CH2:15][C:16](O)=[O:17])=[C:10]2[C:9]2[CH:8]=[CH:7][CH:6]=[CH:5][C:4]=2[NH:3]1.[C:25]([N:32]1[CH2:37][CH2:36][NH:35][CH2:34][CH2:33]1)([O:27][C:28]([CH3:31])([CH3:30])[CH3:29])=[O:26].Cl.CN(C)CCCN=C=NCC.ON1C2C=CC=CC=2N=N1, predict the reaction product.